Dataset: Forward reaction prediction with 1.9M reactions from USPTO patents (1976-2016). Task: Predict the product of the given reaction. (1) Given the reactants [NH2:1][C:2]1[CH:7]=[CH:6][CH:5]=[CH:4][N:3]=1.[C:8](OC)(=[O:12])[C@H:9]([CH3:11])[OH:10], predict the reaction product. The product is: [N:3]1[CH:4]=[CH:5][CH:6]=[CH:7][C:2]=1[NH:1][C:8](=[O:12])[C@H:9]([CH3:11])[OH:10]. (2) Given the reactants [NH:1]1[CH2:6][CH2:5][CH:4]([C:7]2[CH:15]=[CH:14][C:10]([C:11]([OH:13])=[O:12])=[CH:9][CH:8]=2)[CH2:3][CH2:2]1.[CH3:16]O, predict the reaction product. The product is: [CH3:16][O:12][C:11](=[O:13])[C:10]1[CH:14]=[CH:15][C:7]([CH:4]2[CH2:5][CH2:6][NH:1][CH2:2][CH2:3]2)=[CH:8][CH:9]=1. (3) Given the reactants [O-]CC.[Na+].[CH2:5]([C@:12]12[C:26](=O)[CH:20]([C@@:21]([OH:25])([CH3:24])[CH2:22][CH2:23]1)[CH2:19][C:18]1[C:13]2=[CH:14][CH:15]=[C:16]([Br:28])[CH:17]=1)[C:6]1[CH:11]=[CH:10][CH:9]=[CH:8][CH:7]=1, predict the reaction product. The product is: [CH2:5]([C@:12]12[C:13]3[C:18](=[CH:17][C:16]([Br:28])=[CH:15][CH:14]=3)[CH2:19][CH2:20][C:26]1=[CH:24][C:21](=[O:25])[CH2:22][CH2:23]2)[C:6]1[CH:11]=[CH:10][CH:9]=[CH:8][CH:7]=1. (4) The product is: [Cl:14][C:9]1[CH:8]=[C:7]([C:6]2[S:5][C:4]([C:15]([O:17][CH2:18][CH3:19])=[O:16])=[CH:3][C:2]=2[C:24]2[CH:25]=[CH:26][C:27]([F:28])=[C:22]([C:20]#[N:21])[CH:23]=2)[CH:12]=[C:11]([F:13])[CH:10]=1. Given the reactants Br[C:2]1[CH:3]=[C:4]([C:15]([O:17][CH2:18][CH3:19])=[O:16])[S:5][C:6]=1[C:7]1[CH:12]=[C:11]([F:13])[CH:10]=[C:9]([Cl:14])[CH:8]=1.[C:20]([C:22]1[CH:23]=[C:24](B(O)O)[CH:25]=[CH:26][C:27]=1[F:28])#[N:21].C(=O)([O-])[O-].[Cs+].[Cs+].C1(P(C2CCCCC2)C2C=CC=CC=2C2C(C(C)C)=CC(C(C)C)=CC=2C(C)C)CCCCC1, predict the reaction product. (5) Given the reactants [Cl:1][C:2]1[CH:7]=[C:6]([C:8]([F:11])([F:10])[F:9])[CH:5]=[C:4]([Cl:12])[C:3]=1[NH:13][C:14](=O)[C:15]([F:21])([F:20])[C:16]([F:19])([F:18])[F:17].C1(P(C2C=CC=CC=2)C2C=CC=CC=2)C=CC=CC=1.[Cl:42]CCl, predict the reaction product. The product is: [Cl:1][C:2]1[CH:7]=[C:6]([C:8]([F:11])([F:10])[F:9])[CH:5]=[C:4]([Cl:12])[C:3]=1[N:13]=[C:14]([Cl:42])[C:15]([F:21])([F:20])[C:16]([F:19])([F:18])[F:17].